This data is from Full USPTO retrosynthesis dataset with 1.9M reactions from patents (1976-2016). The task is: Predict the reactants needed to synthesize the given product. (1) The reactants are: [Cl:1][C:2]1[CH:7]=[CH:6][C:5]([C:8]2[C:12]([CH2:13][O:14][C:15]3[CH:16]=[C:17]([C:21](O)=[O:22])[N:18]([CH3:20])[N:19]=3)=[C:11]([CH2:24][OH:25])[O:10][N:9]=2)=[CH:4][CH:3]=1.Cl.[F:27][C:28]1([F:34])[CH2:33][CH2:32][NH:31][CH2:30][CH2:29]1. Given the product [Cl:1][C:2]1[CH:3]=[CH:4][C:5]([C:8]2[C:12]([CH2:13][O:14][C:15]3[CH:16]=[C:17]([C:21]([N:31]4[CH2:32][CH2:33][C:28]([F:34])([F:27])[CH2:29][CH2:30]4)=[O:22])[N:18]([CH3:20])[N:19]=3)=[C:11]([CH2:24][OH:25])[O:10][N:9]=2)=[CH:6][CH:7]=1, predict the reactants needed to synthesize it. (2) Given the product [C:1]([O:5][C:6]([N:8]1[C:12]2=[N:13][CH:14]=[C:15]([C:17]#[N:18])[CH:16]=[C:11]2[C:10]([CH2:19][Cl:23])=[CH:9]1)=[O:7])([CH3:4])([CH3:3])[CH3:2], predict the reactants needed to synthesize it. The reactants are: [C:1]([O:5][C:6]([N:8]1[C:12]2=[N:13][CH:14]=[C:15]([C:17]#[N:18])[CH:16]=[C:11]2[C:10]([CH2:19]N(C)C)=[CH:9]1)=[O:7])([CH3:4])([CH3:3])[CH3:2].[Cl:23]C(OCC)=O.O. (3) Given the product [C:12]([O:15][C@H:16]1[CH2:20][CH2:19][C@H:18]([CH:21]=[O:22])[C@H:17]1[CH2:23][CH2:24][S:25][C:26]1[S:27][CH:28]=[C:29]([C:31]([O:33][CH2:34][CH3:35])=[O:32])[N:30]=1)(=[O:14])[CH3:13], predict the reactants needed to synthesize it. The reactants are: C(N(CC)CC)C.CS(C)=O.[C:12]([O:15][C@H:16]1[CH2:20][CH2:19][C@H:18]([CH2:21][OH:22])[C@H:17]1[CH2:23][CH2:24][S:25][C:26]1[S:27][CH:28]=[C:29]([C:31]([O:33][CH2:34][CH3:35])=[O:32])[N:30]=1)(=[O:14])[CH3:13].Cl. (4) Given the product [NH2:1][CH:4]([C:7]1[N:8]=[C:9]2[CH:18]=[CH:17][CH:16]=[C:15]([CH3:19])[N:10]2[C:11](=[O:14])[C:12]=1[I:13])[CH2:5][CH3:6], predict the reactants needed to synthesize it. The reactants are: [N:1]([CH:4]([C:7]1[N:8]=[C:9]2[CH:18]=[CH:17][CH:16]=[C:15]([CH3:19])[N:10]2[C:11](=[O:14])[C:12]=1[I:13])[CH2:5][CH3:6])=[N+]=[N-].CP(C)C.CCOC(C)=O. (5) The reactants are: [C:1]([C:5]1[CH:13]=[C:12]([Br:14])[C:11]([CH3:15])=[C:7]([C:8]([OH:10])=O)[C:6]=1[OH:16])([CH3:4])([CH3:3])[CH3:2].[Cl:17][C:18]1[C:19]([CH:26]([C:29]2[CH:34]=[CH:33][C:32]([Cl:35])=[CH:31][CH:30]=2)[C:27]#[N:28])=[CH:20][C:21]([CH3:25])=[C:22]([CH:24]=1)[NH2:23]. Given the product [Br:14][C:12]1[C:11]([CH3:15])=[C:7]([C:6]([OH:16])=[C:5]([C:1]([CH3:2])([CH3:3])[CH3:4])[CH:13]=1)[C:8]([NH:23][C:22]1[CH:24]=[C:18]([Cl:17])[C:19]([CH:26]([C:29]2[CH:34]=[CH:33][C:32]([Cl:35])=[CH:31][CH:30]=2)[C:27]#[N:28])=[CH:20][C:21]=1[CH3:25])=[O:10], predict the reactants needed to synthesize it.